Task: Regression. Given two drug SMILES strings and cell line genomic features, predict the synergy score measuring deviation from expected non-interaction effect.. Dataset: NCI-60 drug combinations with 297,098 pairs across 59 cell lines Synergy scores: CSS=41.4, Synergy_ZIP=-0.753, Synergy_Bliss=-0.851, Synergy_Loewe=-22.4, Synergy_HSA=-4.44. Cell line: HL-60(TB). Drug 1: CC1C(C(=O)NC(C(=O)N2CCCC2C(=O)N(CC(=O)N(C(C(=O)O1)C(C)C)C)C)C(C)C)NC(=O)C3=C4C(=C(C=C3)C)OC5=C(C(=O)C(=C(C5=N4)C(=O)NC6C(OC(=O)C(N(C(=O)CN(C(=O)C7CCCN7C(=O)C(NC6=O)C(C)C)C)C)C(C)C)C)N)C. Drug 2: CC1=C2C(C(=O)C3(C(CC4C(C3C(C(C2(C)C)(CC1OC(=O)C(C(C5=CC=CC=C5)NC(=O)C6=CC=CC=C6)O)O)OC(=O)C7=CC=CC=C7)(CO4)OC(=O)C)O)C)OC(=O)C.